From a dataset of Catalyst prediction with 721,799 reactions and 888 catalyst types from USPTO. Predict which catalyst facilitates the given reaction. (1) Reactant: [Br:1][C:2]1[CH:7]=[CH:6][C:5](I)=[C:4]([Cl:9])[CH:3]=1.C([Mg]Cl)(C)C.O1CCCC1.[CH:20]([CH:23]1[CH2:26][C:25](=[O:27])[CH2:24]1)([CH3:22])[CH3:21].[Cl-].[NH4+]. Product: [Br:1][C:2]1[CH:7]=[CH:6][C:5]([C:25]2([OH:27])[CH2:26][CH:23]([CH:20]([CH3:22])[CH3:21])[CH2:24]2)=[C:4]([Cl:9])[CH:3]=1. The catalyst class is: 7. (2) Reactant: [Cl:1][C:2]1[CH:3]=[C:4]([C@@H:12]([CH2:25][CH:26]2[CH2:30][CH2:29][CH2:28][CH2:27]2)[C:13]([NH:15][C:16]2[CH:20]=[CH:19][N:18]([CH2:21][C:22]([OH:24])=O)[N:17]=2)=[O:14])[CH:5]=[CH:6][C:7]=1[S:8]([CH3:11])(=[O:10])=[O:9].C(Cl)(=O)C(Cl)=O.[N:37]1[C:42](C)=[CH:41]C=[CH:39][C:38]=1C.C(NCC)C. Product: [Cl:1][C:2]1[CH:3]=[C:4]([C@@H:12]([CH2:25][CH:26]2[CH2:30][CH2:29][CH2:28][CH2:27]2)[C:13]([NH:15][C:16]2[CH:20]=[CH:19][N:18]([CH2:21][C:22](=[O:24])[N:37]([CH2:42][CH3:41])[CH2:38][CH3:39])[N:17]=2)=[O:14])[CH:5]=[CH:6][C:7]=1[S:8]([CH3:11])(=[O:9])=[O:10]. The catalyst class is: 2. (3) Reactant: C([O-])=O.[NH4+].[C:5]([O:9][C:10](=[O:44])[NH:11][C@H:12]1[CH2:17][CH2:16][CH2:15][CH2:14][C@H:13]1[NH:18][C:19]1[C:24]([F:25])=[CH:23][C:22]([C:26]#[N:27])=[C:21]([NH:28][C:29]2[CH:30]=[N:31][CH:32]=[C:33]([C:35]3[CH:40]=[CH:39][CH:38]=[C:37]([N+:41]([O-])=O)[CH:36]=3)[CH:34]=2)[N:20]=1)([CH3:8])([CH3:7])[CH3:6]. Product: [C:5]([O:9][C:10](=[O:44])[NH:11][C@H:12]1[CH2:17][CH2:16][CH2:15][CH2:14][C@H:13]1[NH:18][C:19]1[C:24]([F:25])=[CH:23][C:22]([C:26]#[N:27])=[C:21]([NH:28][C:29]2[CH:30]=[N:31][CH:32]=[C:33]([C:35]3[CH:40]=[CH:39][CH:38]=[C:37]([NH2:41])[CH:36]=3)[CH:34]=2)[N:20]=1)([CH3:8])([CH3:6])[CH3:7]. The catalyst class is: 43. (4) Reactant: [CH3:1][C:2]1[CH:3]=[C:4]([CH:27]=[CH:28][C:29]=1[CH3:30])[CH2:5][N:6]1[C:10](=O)[CH:9]([CH2:12][CH2:13][CH2:14][C:15]2[CH:20]=[CH:19][C:18]([O:21][CH3:22])=[CH:17][CH:16]=2)[N:8]([CH2:23][CH2:24][CH3:25])[C:7]1=[O:26].[CH3:31][Mg]Br.CCOCC. Product: [CH3:1][C:2]1[CH:3]=[C:4]([CH:27]=[CH:28][C:29]=1[CH3:30])[CH2:5][N:6]1[C:10]([CH3:31])=[C:9]([CH2:12][CH2:13][CH2:14][C:15]2[CH:16]=[CH:17][C:18]([O:21][CH3:22])=[CH:19][CH:20]=2)[N:8]([CH2:23][CH2:24][CH3:25])[C:7]1=[O:26]. The catalyst class is: 1. (5) Reactant: [CH3:1][O:2][C:3]1[CH:4]=[N:5][CH:6]=[C:7](B2OC(C)(C)C(C)(C)O2)[CH:8]=1.[OH2:18]. Product: [CH3:1][O:2][C:3]1[CH:8]=[C:7]([OH:18])[CH:6]=[N:5][CH:4]=1. The catalyst class is: 20. (6) Reactant: [NH2:1][C:2]([C:4]1([C:7]([OH:9])=O)[CH2:6][CH2:5]1)=[O:3].CN(C(ON1N=NC2[CH:21]=[CH:22][CH:23]=[N:24][C:19]1=2)=[N+](C)C)C.F[P-](F)(F)(F)(F)F.N1CCCC1.CCN(C(C)C)C(C)C. Product: [N:24]1([C:7]([C:4]2([C:2]([NH2:1])=[O:3])[CH2:6][CH2:5]2)=[O:9])[CH2:23][CH2:22][CH2:21][CH2:19]1. The catalyst class is: 2. (7) Reactant: C(OC(=O)[NH:7][CH2:8][CH:9]1[CH2:14][CH2:13][CH:12]([CH2:15][NH:16][C:17]([NH2:19])=[O:18])[CH2:11][CH2:10]1)(C)(C)C. Product: [NH2:7][CH2:8][CH:9]1[CH2:10][CH2:11][CH:12]([CH2:15][NH:16][C:17]([NH2:19])=[O:18])[CH2:13][CH2:14]1. The catalyst class is: 4. (8) The catalyst class is: 11. Product: [CH3:20][O:19][C:12]1[C:13]([O:17][CH3:18])=[CH:14][CH:15]=[C:16]2[C:11]=1[CH:10]=[C:4]([C:5]([O:7][CH2:8][CH3:9])=[O:6])[NH:1]2. Reactant: [N:1]([C:4](=[CH:10][C:11]1[CH:16]=[CH:15][CH:14]=[C:13]([O:17][CH3:18])[C:12]=1[O:19][CH3:20])[C:5]([O:7][CH2:8][CH3:9])=[O:6])=[N+]=[N-]. (9) Reactant: [O:1]1[CH2:5][CH2:4][CH2:3][CH2:2]1.[CH3:6][NH:7][CH:8]([C:12]1[CH:13]=[N:14][CH:15]=[CH:16][C:17]=1[C:18]([F:21])([F:20])[F:19])[CH:9]([CH3:11])[CH3:10].[C:22](Cl)(=[O:31])[CH:23]=[CH:24]C1C=CC=CC=1.[CH2:33](N(CC)CC)[CH3:34]. Product: [CH3:6][N:7]([CH:8]([C:12]1[CH:13]=[N:14][CH:15]=[CH:16][C:17]=1[C:18]([F:20])([F:19])[F:21])[CH:9]([CH3:11])[CH3:10])[C:22](=[O:31])[CH:23]=[CH:24][O:1][C:5]1[CH:34]=[CH:33][CH:2]=[CH:3][CH:4]=1. The catalyst class is: 6.